Predict the reactants needed to synthesize the given product. From a dataset of Full USPTO retrosynthesis dataset with 1.9M reactions from patents (1976-2016). (1) Given the product [CH3:1][N:2]1[C:6]2[CH:7]=[CH:8][C:9]([N+:14]([O-:16])=[O:15])=[CH:10][C:5]=2[N:4]([CH3:11])[S:3]1(=[O:12])=[O:13], predict the reactants needed to synthesize it. The reactants are: [CH3:1][N:2]1[C:6]2[CH:7]=[CH:8][CH:9]=[CH:10][C:5]=2[N:4]([CH3:11])[S:3]1(=[O:13])=[O:12].[N+:14]([O-])([OH:16])=[O:15]. (2) Given the product [CH3:14][O:13][C:9]1[CH:8]=[C:7]([C:5]([CH3:6])=[CH:4][C:3]([OH:15])=[O:2])[CH:12]=[CH:11][CH:10]=1, predict the reactants needed to synthesize it. The reactants are: C[O:2][C:3](=[O:15])[CH:4]=[C:5]([C:7]1[CH:12]=[CH:11][CH:10]=[C:9]([O:13][CH3:14])[CH:8]=1)[CH3:6].[OH-].[Na+]. (3) Given the product [CH3:34][N:35]1[CH2:36][CH2:37][N:38]([C:41]2[CH:46]=[CH:45][C:44]([NH:47][CH:2]=[C:3]3[C:11]4[C:6](=[CH:7][C:8]([C:12]([C:14]5[CH:15]=[C:16]([NH:20][C:21]([C:23]6[C:24]([C:29]([F:31])([F:32])[F:30])=[N:25][N:26]([CH3:28])[CH:27]=6)=[O:22])[CH:17]=[CH:18][CH:19]=5)=[O:13])=[CH:9][CH:10]=4)[NH:5][C:4]3=[O:33])=[CH:43][CH:42]=2)[CH2:39][CH2:40]1, predict the reactants needed to synthesize it. The reactants are: O[CH:2]=[C:3]1[C:11]2[C:6](=[CH:7][C:8]([C:12]([C:14]3[CH:15]=[C:16]([NH:20][C:21]([C:23]4[C:24]([C:29]([F:32])([F:31])[F:30])=[N:25][N:26]([CH3:28])[CH:27]=4)=[O:22])[CH:17]=[CH:18][CH:19]=3)=[O:13])=[CH:9][CH:10]=2)[NH:5][C:4]1=[O:33].[CH3:34][N:35]1[CH2:40][CH2:39][N:38]([C:41]2[CH:46]=[CH:45][C:44]([NH2:47])=[CH:43][CH:42]=2)[CH2:37][CH2:36]1.CC(C)=O.